From a dataset of Full USPTO retrosynthesis dataset with 1.9M reactions from patents (1976-2016). Predict the reactants needed to synthesize the given product. (1) Given the product [N:1]1[CH:2]=[N:3][N:4]2[CH:9]=[CH:8][C:7]([O:10][C:11]3[CH:23]=[CH:22][C:14]([C:15]([OH:17])=[O:16])=[C:13]([F:24])[C:12]=3[Cl:25])=[CH:6][C:5]=12, predict the reactants needed to synthesize it. The reactants are: [N:1]1[CH:2]=[N:3][N:4]2[CH:9]=[CH:8][C:7]([O:10][C:11]3[CH:23]=[CH:22][C:14]([C:15]([O:17]C(C)(C)C)=[O:16])=[C:13]([F:24])[C:12]=3[Cl:25])=[CH:6][C:5]=12.FC(F)(F)C(O)=O. (2) Given the product [CH:19]([C:22]1[CH:23]=[CH:24][C:25]([O:26][CH2:27][C:28]([NH:30][C:31]2[NH:32][C:33](=[O:71])[C:34]3[N:35]=[CH:36][N:37]([C:69]=3[N:70]=2)[C@@H:38]2[O:68][C@H:42]([CH2:43][O:44][C:45]([C:62]3[CH:67]=[CH:66][CH:65]=[CH:64][CH:63]=3)([C:54]3[CH:59]=[CH:58][C:57]([O:60][CH3:61])=[CH:56][CH:55]=3)[C:46]3[CH:51]=[CH:50][C:49]([O:52][CH3:53])=[CH:48][CH:47]=3)[C@@H:40]([O:41][P:8]([N:12]([CH:13]([CH3:14])[CH3:15])[CH:16]([CH3:17])[CH3:18])([O:9][CH2:92][CH2:91][CH2:90][O:89][C@@H:88]3[O:94][C@H:95]([CH2:106][O:107][C:108](=[O:110])[CH3:109])[C@@H:96]([O:102][C:103](=[O:105])[CH3:104])[C@H:97]([O:98][C:99](=[O:101])[CH3:100])[C@H:87]3[O:86][C:83](=[O:85])[CH3:84])=[O:10])[CH2:39]2)=[O:29])=[CH:72][CH:73]=1)([CH3:21])[CH3:20], predict the reactants needed to synthesize it. The reactants are: C(N([P:8]([N:12]([CH:16]([CH3:18])[CH3:17])[CH:13]([CH3:15])[CH3:14])(Cl)([O-:10])[O-:9])C(C)C)(C)C.[CH:19]([C:22]1[CH:73]=[CH:72][C:25]([O:26][CH2:27][C:28]([NH:30][C:31]2[NH:32][C:33](=[O:71])[C:34]3[N:35]=[CH:36][N:37]([C:69]=3[N:70]=2)[C@@H:38]2[O:68][C@H:42]([CH2:43][O:44][C:45]([C:62]3[CH:67]=[CH:66][CH:65]=[CH:64][CH:63]=3)([C:54]3[CH:59]=[CH:58][C:57]([O:60][CH3:61])=[CH:56][CH:55]=3)[C:46]3[CH:51]=[CH:50][C:49]([O:52][CH3:53])=[CH:48][CH:47]=3)[C@@H:40]([OH:41])[CH2:39]2)=[O:29])=[CH:24][CH:23]=1)([CH3:21])[CH3:20].C(N(C(C)C)C(C)C)C.[C:83]([O:86][C@@H:87]1[C@@H:97]([O:98][C:99](=[O:101])[CH3:100])[C@H:96]([O:102][C:103](=[O:105])[CH3:104])[C@@H:95]([CH2:106][O:107][C:108](=[O:110])[CH3:109])[O:94][C@H:88]1[O:89][CH2:90][CH2:91][CH2:92]O)(=[O:85])[CH3:84].N1C=NN=N1. (3) Given the product [NH2:41][C:38]1[N:39]=[CH:40][C:35]([C:10]2[CH2:9][N:8]([C:6]([O:5][C:1]([CH3:4])([CH3:3])[CH3:2])=[O:7])[CH2:12][CH:11]=2)=[CH:36][CH:37]=1, predict the reactants needed to synthesize it. The reactants are: [C:1]([O:5][C:6]([N:8]1[CH2:12][CH:11]=[C:10](OS(C(F)(F)F)(=O)=O)[CH2:9]1)=[O:7])([CH3:4])([CH3:3])[CH3:2].C(=O)([O-])[O-].[K+].[K+].CC1(C)C(C)(C)OB([C:35]2[CH:36]=[CH:37][C:38]([NH2:41])=[N:39][CH:40]=2)O1.C([O-])(O)=O.[Na+]. (4) The reactants are: [Cl:1][C:2]1[CH:30]=[CH:29][CH:28]=[CH:27][C:3]=1[CH2:4][N:5]1[C:9]([NH2:10])=[C:8]([C:11]2[C:15](=[NH:16])[N:14]([CH2:17][C:18]3[CH:23]=[CH:22][C:21]([O:24][CH3:25])=[CH:20][CH:19]=3)[C:13](=[O:26])[N:12]=2)[N:7]=[CH:6]1.[CH:31](OCC)(OCC)OCC. Given the product [CH3:25][O:24][C:21]1[CH:22]=[CH:23][C:18]([CH2:17][N:14]2[C:15]3=[N:16][CH:31]=[N:10][C:9]4[N:5]([CH2:4][C:3]5[CH:27]=[CH:28][CH:29]=[CH:30][C:2]=5[Cl:1])[CH:6]=[N:7][C:8]=4[C:11]3=[N:12][C:13]2=[O:26])=[CH:19][CH:20]=1, predict the reactants needed to synthesize it.